This data is from Catalyst prediction with 721,799 reactions and 888 catalyst types from USPTO. The task is: Predict which catalyst facilitates the given reaction. Reactant: [OH:1][C:2]1[CH:14]=[CH:13][C:5]([O:6][CH2:7][C:8]([O:10][CH2:11][CH3:12])=[O:9])=[CH:4][CH:3]=1.[C:15]1([CH2:21][CH2:22][CH2:23][CH2:24]Br)[CH:20]=[CH:19][CH:18]=[CH:17][CH:16]=1.C(=O)([O-])[O-].[K+].[K+].[I-].[K+]. Product: [C:15]1([CH2:21][CH2:22][CH2:23][CH2:24][O:1][C:2]2[CH:3]=[CH:4][C:5]([O:6][CH2:7][C:8]([O:10][CH2:11][CH3:12])=[O:9])=[CH:13][CH:14]=2)[CH:20]=[CH:19][CH:18]=[CH:17][CH:16]=1. The catalyst class is: 9.